This data is from Forward reaction prediction with 1.9M reactions from USPTO patents (1976-2016). The task is: Predict the product of the given reaction. (1) Given the reactants O=O.[H-].[Na+].[C:5]([O:10]CC)(=O)[CH2:6][CH2:7][CH3:8].[CH3:13][C:14](=[O:17])[CH2:15][CH3:16], predict the reaction product. The product is: [CH3:16][CH2:15][C:14](=[O:17])[CH2:13][C:5](=[O:10])[CH2:6][CH2:7][CH3:8]. (2) Given the reactants [NH2:1][C:2]1[CH:3]=[C:4]([CH2:9][CH2:10][C:11]([O:13][CH3:14])=[O:12])[CH:5]=[CH:6][C:7]=1[NH2:8].[Cl:15][CH2:16][C:17](OC)(OC)OC, predict the reaction product. The product is: [Cl:15][CH2:16][C:17]1[NH:1][C:2]2[CH:3]=[C:4]([CH2:9][CH2:10][C:11]([O:13][CH3:14])=[O:12])[CH:5]=[CH:6][C:7]=2[N:8]=1. (3) Given the reactants [CH:1]1([C:4]2[N:5]=[C:6]3[CH2:11][NH:10][CH2:9][CH2:8][N:7]3[C:12]=2[NH:13][C:14]([CH3:21])([CH3:20])[CH2:15][C:16]([CH3:19])([CH3:18])[CH3:17])[CH2:3][CH2:2]1.[C:22]([O:26][C:27]([NH:29][C@H:30]([CH2:35][C:36]1[CH:41]=[C:40]([F:42])[C:39]([F:43])=[CH:38][C:37]=1[F:44])[CH2:31][C:32](O)=[O:33])=[O:28])([CH3:25])([CH3:24])[CH3:23], predict the reaction product. The product is: [C:22]([O:26][C:27]([NH:29][C@H:30]([CH2:35][C:36]1[CH:41]=[C:40]([F:42])[C:39]([F:43])=[CH:38][C:37]=1[F:44])[CH2:31][C:32]([N:10]1[CH2:9][CH2:8][N:7]2[C:12]([NH:13][C:14]([CH3:21])([CH3:20])[CH2:15][C:16]([CH3:19])([CH3:18])[CH3:17])=[C:4]([CH:1]3[CH2:3][CH2:2]3)[N:5]=[C:6]2[CH2:11]1)=[O:33])=[O:28])([CH3:25])([CH3:23])[CH3:24]. (4) Given the reactants [CH3:1][O:2][CH2:3][CH2:4][O:5][C:6]1[CH:7]=[C:8]2[C:12](=[CH:13][CH:14]=1)[NH:11][C:10]([C:15]1[C:16]([CH3:22])=[N:17][N:18]([CH3:21])[C:19]=1[CH3:20])=[C:9]2[CH:23]=O.[CH3:25][NH:26][C:27]([NH:29][C:30]1[CH:31]=[CH:32][C:33]2[O:37][CH2:36][C:35](=[O:38])[C:34]=2[CH:39]=1)=[O:28], predict the reaction product. The product is: [CH3:1][O:2][CH2:3][CH2:4][O:5][C:6]1[CH:7]=[C:8]2[C:12](=[CH:13][CH:14]=1)[NH:11][C:10]([C:15]1[C:16]([CH3:22])=[N:17][N:18]([CH3:21])[C:19]=1[CH3:20])=[C:9]2/[CH:23]=[C:36]1\[O:37][C:33]2[CH:32]=[CH:31][C:30]([NH:29][C:27]([NH:26][CH3:25])=[O:28])=[CH:39][C:34]=2[C:35]\1=[O:38]. (5) Given the reactants [C:1]1([CH:7]=[CH:8][C:9]([C:11]2[CH:16]=[CH:15][CH:14]=[CH:13][CH:12]=2)=O)C=CC=CC=1.Cl.[C:18]([NH2:26])(=[NH:25])C1C=CC=CC=1.[OH-].[Na+].Cl[C:30]1C(=O)C(C#N)=C(C#N)C(=O)C=1Cl, predict the reaction product. The product is: [N:25]1[C:1]2[C:7](=[CH:8][CH:9]=[C:11]3[CH:12]=[CH:13][CH:14]=[CH:15][C:16]3=2)[CH:30]=[N:26][CH:18]=1. (6) The product is: [CH3:1][S:2]([N:5]1[C:9]2[N:10]=[C:11]([N:39]3[CH2:40][CH2:41][O:42][CH2:43][CH2:44]3)[N:12]=[C:13]([C:14]3[CH:15]=[N:16][C:17]([N:20]([CH2:21][C:22]4[CH:27]=[CH:26][C:25]([O:28][CH3:29])=[CH:24][CH:23]=4)[CH2:30][C:31]4[CH:36]=[CH:35][C:34]([O:37][CH3:38])=[CH:33][CH:32]=4)=[N:18][CH:19]=3)[C:8]=2[CH:7]=[CH:6]1)(=[O:4])=[O:3]. Given the reactants [CH3:1][S:2]([N:5]1[C:9]2[N:10]=[C:11]([N:39]3[CH2:44][CH2:43][O:42][CH2:41][CH2:40]3)[N:12]=[C:13]([C:14]3[CH:15]=[N:16][C:17]([N:20]([CH2:30][C:31]4[CH:36]=[CH:35][C:34]([O:37][CH3:38])=[CH:33][CH:32]=4)[CH2:21][C:22]4[CH:27]=[CH:26][C:25]([O:28][CH3:29])=[CH:24][CH:23]=4)=[N:18][CH:19]=3)[C:8]=2[CH2:7][CH2:6]1)(=[O:4])=[O:3].C(C1C(=O)C(Cl)=C(Cl)C(=O)C=1C#N)#N.[Cl-].[Na+], predict the reaction product. (7) Given the reactants COC(=O)[C@@H](N[C@H](C(OC)=O)C[C:12]1[C:20]2[C:15](=[CH:16][CH:17]=[CH:18][CH:19]=2)[N:14](CC2C=C(Cl)C=C(Cl)C=2)[CH:13]=1)CC(C)C.COC(=O)[C@H](OS(C(F)(F)F)(=O)=O)CC(C)C.C(N(CC)C(C)C)(C)C, predict the reaction product. The product is: [NH:14]1[C:15]2[C:20](=[CH:19][CH:18]=[CH:17][CH:16]=2)[CH:12]=[CH:13]1.